Dataset: Peptide-MHC class II binding affinity with 134,281 pairs from IEDB. Task: Regression. Given a peptide amino acid sequence and an MHC pseudo amino acid sequence, predict their binding affinity value. This is MHC class II binding data. (1) The peptide sequence is FRILSSISLALVNSM. The MHC is DRB1_0301 with pseudo-sequence DRB1_0301. The binding affinity (normalized) is 0.392. (2) The binding affinity (normalized) is 0.402. The MHC is DRB1_1501 with pseudo-sequence DRB1_1501. The peptide sequence is DEINAIFEENEVDIS. (3) The peptide sequence is KTKEGVLYVGSKTKK. The MHC is HLA-DPA10201-DPB11401 with pseudo-sequence HLA-DPA10201-DPB11401. The binding affinity (normalized) is 0.372. (4) The peptide sequence is HTMWHVTRGAFLVRNHHHHHH. The MHC is DRB1_0701 with pseudo-sequence DRB1_0701. The binding affinity (normalized) is 0.686. (5) The peptide sequence is NNLMMIEQYPYVVIM. The MHC is HLA-DPA10201-DPB11401 with pseudo-sequence HLA-DPA10201-DPB11401. The binding affinity (normalized) is 0.302. (6) The peptide sequence is LCLFLLPSLATVAYF. The MHC is DRB1_0101 with pseudo-sequence DRB1_0101. The binding affinity (normalized) is 0.947. (7) The peptide sequence is AVPLRLLGGLHRMVL. The MHC is HLA-DPA10103-DPB10401 with pseudo-sequence HLA-DPA10103-DPB10401. The binding affinity (normalized) is 0.367. (8) The peptide sequence is YDKFLASVSTVLTGK. The MHC is DRB1_1101 with pseudo-sequence DRB1_1101. The binding affinity (normalized) is 0.597. (9) The peptide sequence is ALTEALRVIAGAFEV. The MHC is HLA-DQA10101-DQB10501 with pseudo-sequence HLA-DQA10101-DQB10501. The binding affinity (normalized) is 0.224. (10) The peptide sequence is GVITEQQSSINISGY. The MHC is DRB1_0101 with pseudo-sequence DRB1_0101. The binding affinity (normalized) is 0.224.